This data is from Forward reaction prediction with 1.9M reactions from USPTO patents (1976-2016). The task is: Predict the product of the given reaction. (1) Given the reactants [F:1][C:2]1[CH:7]=[CH:6][C:5]([CH2:8][C:9]([OH:11])=[O:10])=[CH:4][C:3]=1[N+:12]([O-:14])=[O:13].OS(O)(=O)=O.[CH3:20]O, predict the reaction product. The product is: [F:1][C:2]1[CH:7]=[CH:6][C:5]([CH2:8][C:9]([O:11][CH3:20])=[O:10])=[CH:4][C:3]=1[N+:12]([O-:14])=[O:13]. (2) Given the reactants [CH3:1][C@H:2]1[C:9]([S:10][C@@H:11]2[CH2:15][NH:14][C@H:13]([C:16]([NH:18][C:19]3[CH:20]=[CH:21][CH:22]=[C:23]([C:25]([OH:27])=[O:26])[CH:24]=3)=[O:17])[CH2:12]2)=[C:8]([C:28]([OH:30])=[O:29])[N:7]2[C@H:3]1[C@@H:4]([C@H:31]([OH:33])[CH3:32])[C:5]2=[O:6].[Na].[OH-].[Na+:36], predict the reaction product. The product is: [CH3:1][C@H:2]1[C:9]([S:10][C@@H:11]2[CH2:15][NH:14][C@H:13]([C:16]([NH:18][C:19]3[CH:24]=[C:23]([C:25]([O-:27])=[O:26])[CH:22]=[CH:21][CH:20]=3)=[O:17])[CH2:12]2)=[C:8]([C:28]([O-:30])=[O:29])[N:7]2[C@H:3]1[C@@H:4]([C@H:31]([OH:33])[CH3:32])[C:5]2=[O:6].[Na+:36].[Na+:36]. (3) Given the reactants [C:1]([C:3]1[CH:4]=[C:5]([NH:9][C:10]2[CH2:14][CH2:13][C:12](=[O:15])[C:11]=2[CH3:16])[CH:6]=[CH:7][CH:8]=1)#[CH:2].[N:17]([CH2:20][C:21]1[CH:26]=[CH:25][CH:24]=[CH:23][C:22]=1[CH3:27])=[N+:18]=[N-:19].O=C1O[C@H]([C@H](CO)O)C([O-])=C1O.[Na+], predict the reaction product. The product is: [CH3:16][C:11]1[C:12](=[O:15])[CH2:13][CH2:14][C:10]=1[NH:9][C:5]1[CH:6]=[CH:7][CH:8]=[C:3]([C:1]2[N:19]=[N:18][N:17]([CH2:20][C:21]3[CH:26]=[CH:25][CH:24]=[CH:23][C:22]=3[CH3:27])[CH:2]=2)[CH:4]=1. (4) Given the reactants [OH-].[Na+].[F:3][C:4]1[CH:5]=[C:6]([C:16]2[CH:21]=[CH:20][CH:19]=[C:18]([CH2:22][N:23]([CH3:33])[C:24](=[O:32])[CH2:25][CH2:26][CH2:27][CH2:28][CH2:29][CH2:30][CH3:31])[CH:17]=2)[CH:7]=[CH:8][C:9]=1[CH:10]=[CH:11][C:12]([O:14]C)=[O:13].O.C(O)(=O)C, predict the reaction product. The product is: [F:3][C:4]1[CH:5]=[C:6]([C:16]2[CH:21]=[CH:20][CH:19]=[C:18]([CH2:22][N:23]([CH3:33])[C:24](=[O:32])[CH2:25][CH2:26][CH2:27][CH2:28][CH2:29][CH2:30][CH3:31])[CH:17]=2)[CH:7]=[CH:8][C:9]=1[CH:10]=[CH:11][C:12]([OH:14])=[O:13].